Predict the product of the given reaction. From a dataset of Forward reaction prediction with 1.9M reactions from USPTO patents (1976-2016). (1) Given the reactants [C:1]([N:4]1[C:8]2([CH2:13][CH2:12][O:11][CH2:10][CH2:9]2)[CH2:7][CH2:6][CH:5]1[C:14]([OH:16])=O)(=[O:3])[CH3:2].[CH3:17][O:18][C:19]([NH:21][C@H:22]([C:26]([N:28]1[CH:32]([C:33]2[NH:34][CH:35]=[C:36]([C:38]3[CH:43]=[CH:42][C:41]([C:44]4[CH:49]=[CH:48][C:47](C5N=C([C@@H]6CCCN6C(=O)[C@H](C(C)C)NC(OC)=O)NC=5)=[CH:46][CH:45]=4)=[CH:40][CH:39]=3)[N:37]=2)[CH2:31][C:30]2(CCN(C(OC(C)(C)C)=O)CC2)[CH2:29]1)=[O:27])[CH:23]([CH3:25])[CH3:24])=[O:20], predict the reaction product. The product is: [C:1]([N:4]1[C:8]2([CH2:9][CH2:10][O:11][CH2:12][CH2:13]2)[CH2:7][CH2:6][CH:5]1[C:14]([NH:4][CH2:5][C:14]([C:47]1[CH:46]=[CH:45][C:44]([C:41]2[CH:42]=[CH:43][C:38]([C:36]3[N:37]=[C:33]([C@@H:32]4[CH2:31][CH2:30][CH2:29][N:28]4[C:26]([C@@H:22]([NH:21][C:19](=[O:20])[O:18][CH3:17])[CH:23]([CH3:24])[CH3:25])=[O:27])[NH:34][CH:35]=3)=[CH:39][CH:40]=2)=[CH:49][CH:48]=1)=[O:16])=[O:16])(=[O:3])[CH3:2]. (2) Given the reactants [Cl:1][C:2]1[C:3]([C:11]([F:14])([F:13])[F:12])=[C:4](B(O)O)[CH:5]=[CH:6][CH:7]=1.FC(F)(F)S(O[C:21]1[CH2:26][CH2:25][N:24]([C:27]([O:29][C:30]([CH3:33])([CH3:32])[CH3:31])=[O:28])[CH2:23][CH:22]=1)(=O)=O.C(=O)([O-])[O-].[Na+].[Na+].COCCOC, predict the reaction product. The product is: [Cl:1][C:2]1[C:3]([C:11]([F:14])([F:13])[F:12])=[C:4]([C:21]2[CH2:26][CH2:25][N:24]([C:27]([O:29][C:30]([CH3:33])([CH3:32])[CH3:31])=[O:28])[CH2:23][CH:22]=2)[CH:5]=[CH:6][CH:7]=1. (3) The product is: [N+:1]1([O-:2])[C:4]2[CH:5]=[C:6]3[O:10][CH2:9][CH2:8][C:7]3=[CH:11][C:12]=2[N:13]=[C:15]([NH2:16])[N:14]=1. Given the reactants [N+:1]([C:4]1[C:12]([NH2:13])=[CH:11][C:7]2[CH2:8][CH2:9][O:10][C:6]=2[CH:5]=1)([O-])=[O:2].[N:14]#[C:15][NH2:16].[CH]Cl.[OH-].[Na+], predict the reaction product. (4) Given the reactants [CH3:1][O:2][C:3]1[CH:8]=[CH:7][CH:6]=[CH:5][C:4]=1[N:9]1[CH2:14][CH2:13][NH:12][CH2:11][CH2:10]1.C(N(C(C)C)CC)(C)C.Br[CH2:25][CH2:26][CH2:27][CH2:28][N:29]1[C:33](=[O:34])[C:32]2=[CH:35][CH:36]=[CH:37][CH:38]=[C:31]2[C:30]1=[O:39], predict the reaction product. The product is: [CH3:1][O:2][C:3]1[CH:8]=[CH:7][CH:6]=[CH:5][C:4]=1[N:9]1[CH2:14][CH2:13][N:12]([CH2:25][CH2:26][CH2:27][CH2:28][N:29]2[C:33](=[O:34])[C:32]3[C:31](=[CH:38][CH:37]=[CH:36][CH:35]=3)[C:30]2=[O:39])[CH2:11][CH2:10]1. (5) Given the reactants [Si]([O:8][CH2:9][C@:10]1([CH3:37])[S:16][CH2:15][CH2:14][N:13]2[C:17]([C:20]3([C:23]4[CH:28]=[CH:27][C:26]([C:29]5[CH:36]=[CH:35][C:32]([C:33]#[N:34])=[CH:31][N:30]=5)=[CH:25][CH:24]=4)[CH2:22][CH2:21]3)=[N:18][N:19]=[C:12]2[CH2:11]1)(C(C)(C)C)(C)C.[F-].C([N+](CCCC)(CCCC)CCCC)CCC.C(=O)([O-])O.[Na+], predict the reaction product. The product is: [OH:8][CH2:9][C@:10]1([CH3:37])[S:16][CH2:15][CH2:14][N:13]2[C:17]([C:20]3([C:23]4[CH:28]=[CH:27][C:26]([C:29]5[CH:36]=[CH:35][C:32]([C:33]#[N:34])=[CH:31][N:30]=5)=[CH:25][CH:24]=4)[CH2:22][CH2:21]3)=[N:18][N:19]=[C:12]2[CH2:11]1. (6) Given the reactants [CH3:1][CH:2]([N:4]1[C:12]([CH:13]=[CH:14][CH:15]([OH:27])[CH2:16][CH:17]([OH:26])[CH2:18][C:19]([O:21]C(C)(C)C)=[O:20])=[C:11]([C:28]2[CH:33]=[CH:32][C:31]([F:34])=[CH:30][CH:29]=2)[C:10]2[C:5]1=[CH:6][CH:7]=[CH:8][CH:9]=2)[CH3:3].O.[OH-].[Na+:37], predict the reaction product. The product is: [CH3:3][CH:2]([N:4]1[C:12](/[CH:13]=[CH:14]/[CH:15]([OH:27])[CH2:16][CH:17]([OH:26])[CH2:18][C:19]([O-:21])=[O:20])=[C:11]([C:28]2[CH:29]=[CH:30][C:31]([F:34])=[CH:32][CH:33]=2)[C:10]2[CH:9]=[CH:8][CH:7]=[CH:6][C:5]1=2)[CH3:1].[Na+:37].